This data is from Reaction yield outcomes from USPTO patents with 853,638 reactions. The task is: Predict the reaction yield, written as a fraction of the theoretical maximum amount of product (1.0 means a 100% yield; for example, 0.34 means a 34% yield). The reactants are [CH3:1][O:2][C:3]1[CH:27]=[CH:26][CH:25]=[CH:24][C:4]=1[C:5](NC1C=CC=C(C2CCN(CCNC)CC2)C=1)=[O:6].[NH2:28][C:29]1[CH:34]=[CH:33][C:32]([C:35]2[CH2:40][CH2:39][N:38](C(OC(C)(C)C)=O)[CH2:37][CH:36]=2)=[CH:31][C:30]=1[N+:48]([O-:50])=[O:49]. No catalyst specified. The product is [CH3:1][O:2][C:3]1[CH:27]=[CH:26][CH:25]=[CH:24][C:4]=1[C:5]([NH:28][C:29]1[CH:34]=[CH:33][C:32]([C:35]2[CH2:40][CH2:39][NH:38][CH2:37][CH:36]=2)=[CH:31][C:30]=1[N+:48]([O-:50])=[O:49])=[O:6]. The yield is 0.710.